Predict the reactants needed to synthesize the given product. From a dataset of Full USPTO retrosynthesis dataset with 1.9M reactions from patents (1976-2016). (1) Given the product [CH3:59][N:60]([CH3:61])[C:56]([CH2:55][C:45]1[N:43]2[CH:44]=[C:39]([C:37]([O:36][CH3:35])=[O:38])[CH:40]=[CH:41][C:42]2=[N:47][C:46]=1[C:11]1[CH:12]=[CH:13][C:14]([CH3:29])=[CH:15][CH:16]=1)=[O:58], predict the reactants needed to synthesize it. The reactants are: F[P-](F)(F)(F)(F)F.N1(OC(N(C)C)=[N+](C)C)[C:12]2[CH:13]=[CH:14][CH:15]=[CH:16][C:11]=2N=N1.ON1C2C=CC=C[C:29]=2N=N1.[CH3:35][O:36][C:37]([C:39]1[CH:40]=[CH:41][C:42]2[N:43]([C:45]([CH2:55][C:56]([OH:58])=O)(C3C=CC(C)=CC=3)[CH2:46][N:47]=2)[CH:44]=1)=[O:38].[CH3:59][NH:60][CH3:61]. (2) Given the product [O:41]1[CH:45]=[CH:44][C:43]([C:2]2[CH:40]=[CH:39][C:5]([CH2:6][N:7]3[C:11]4[CH:12]=[CH:13][C:14]([O:16][CH2:17][C:18]5[CH:27]=[CH:26][C:25]6[C:20](=[CH:21][CH:22]=[CH:23][CH:24]=6)[N:19]=5)=[CH:15][C:10]=4[N:9]=[C:8]3[CH2:28][C:29]3([C:34]([OH:36])=[O:35])[CH2:33][CH2:32][CH2:31][CH2:30]3)=[CH:4][CH:3]=2)=[CH:42]1, predict the reactants needed to synthesize it. The reactants are: Br[C:2]1[CH:40]=[CH:39][C:5]([CH2:6][N:7]2[C:11]3[CH:12]=[CH:13][C:14]([O:16][CH2:17][C:18]4[CH:27]=[CH:26][C:25]5[C:20](=[CH:21][CH:22]=[CH:23][CH:24]=5)[N:19]=4)=[CH:15][C:10]=3[N:9]=[C:8]2[CH2:28][C:29]2([C:34]([O:36]CC)=[O:35])[CH2:33][CH2:32][CH2:31][CH2:30]2)=[CH:4][CH:3]=1.[O:41]1[CH:45]=[CH:44][C:43](B(O)O)=[CH:42]1.[O-]P([O-])([O-])=O.[K+].[K+].[K+].COCCOC. (3) Given the product [C:4]([O:3][C:1]([N:8]1[CH2:9][CH2:10][N:11]([C:24](=[O:25])[CH2:23][CH2:22][CH:21]([CH3:27])[CH3:20])[CH2:12][CH2:13]1)=[O:2])([CH3:7])([CH3:6])[CH3:5], predict the reactants needed to synthesize it. The reactants are: [C:1]([N:8]1[CH2:13][CH2:12][NH:11][CH2:10][CH2:9]1)([O:3][C:4]([CH3:7])([CH3:6])[CH3:5])=[O:2].C(=O)([O-])[O-].[Na+].[Na+].[CH3:20][CH:21]([CH3:27])[CH2:22][CH2:23][C:24](Cl)=[O:25]. (4) Given the product [C:15]([C:11]1[CH:10]=[C:9]([NH:8][C:6](=[O:7])[C:5]2[CH:19]=[CH:20][C:2]([N:29]3[CH2:34][CH2:33][NH:32][CH2:31][CH2:30]3)=[C:3]([Cl:21])[CH:4]=2)[CH:14]=[CH:13][CH:12]=1)([CH3:18])([CH3:17])[CH3:16], predict the reactants needed to synthesize it. The reactants are: Br[C:2]1[CH:20]=[CH:19][C:5]([C:6]([NH:8][C:9]2[CH:14]=[CH:13][CH:12]=[C:11]([C:15]([CH3:18])([CH3:17])[CH3:16])[CH:10]=2)=[O:7])=[CH:4][C:3]=1[Cl:21].C(OC([N:29]1[CH2:34][CH2:33][NH:32][CH2:31][CH2:30]1)=O)(C)(C)C.C(C1C=C(NC(=O)C2C=CC(N3CCNCC3)=C(F)C=2)C=CC=1)(C)(C)C. (5) Given the product [C:1]([C:4]1[CH:5]=[CH:6][C:7]([O:8][CH2:9][C:10]2[N:21]([C:15]3[CH:16]=[CH:17][CH:18]=[CH:19][CH:20]=3)[C:22](=[S:25])[NH:23][N:24]=2)=[CH:13][CH:14]=1)(=[O:3])[CH3:2], predict the reactants needed to synthesize it. The reactants are: [C:1]([C:4]1[CH:14]=[CH:13][C:7]([O:8][CH2:9][C:10](O)=O)=[CH:6][CH:5]=1)(=[O:3])[CH3:2].[C:15]1([NH:21][C:22](=[S:25])[NH:23][NH2:24])[CH:20]=[CH:19][CH:18]=[CH:17][CH:16]=1. (6) Given the product [CH:1]1([CH2:4][N:5]([CH2:18][CH2:19][O:20][C:26]2[CH:27]=[CH:28][C:23]([O:22][CH3:21])=[CH:24][CH:25]=2)[C:6]2[CH:13]=[CH:12][C:9]([C:10]#[N:11])=[C:8]([C:14]([F:16])([F:17])[F:15])[CH:7]=2)[CH2:2][CH2:3]1, predict the reactants needed to synthesize it. The reactants are: [CH:1]1([CH2:4][N:5]([CH2:18][CH2:19][OH:20])[C:6]2[CH:13]=[CH:12][C:9]([C:10]#[N:11])=[C:8]([C:14]([F:17])([F:16])[F:15])[CH:7]=2)[CH2:3][CH2:2]1.[CH3:21][O:22][C:23]1[CH:28]=[CH:27][C:26](O)=[CH:25][CH:24]=1. (7) Given the product [F:1][C:2]1[CH:3]=[C:4]([CH3:14])[C:5]2[O:9][C:8]([C:10]([NH2:18])=[O:11])=[CH:7][C:6]=2[CH:13]=1, predict the reactants needed to synthesize it. The reactants are: [F:1][C:2]1[CH:3]=[C:4]([CH3:14])[C:5]2[O:9][C:8]([C:10](O)=[O:11])=[CH:7][C:6]=2[CH:13]=1.C(C1NC=CN=1)(C1[NH:18]C=CN=1)=O.N.